Dataset: Forward reaction prediction with 1.9M reactions from USPTO patents (1976-2016). Task: Predict the product of the given reaction. (1) Given the reactants [NH:1]1[CH:5]=[CH:4][N:3]=[C:2]1[NH2:6].Cl[C:8]1[C:17]2=[N:18][N:19](CC3C=CC(OC)=CC=3)[CH:20]=[C:16]2[C:15]2[CH:14]=[C:13]([O:30][CH3:31])[CH:12]=[CH:11][C:10]=2[N:9]=1, predict the reaction product. The product is: [NH:1]1[CH:5]=[CH:4][N:3]=[C:2]1[NH:6][C:8]1[C:17]2=[N:18][NH:19][CH:20]=[C:16]2[C:15]2[CH:14]=[C:13]([O:30][CH3:31])[CH:12]=[CH:11][C:10]=2[N:9]=1. (2) Given the reactants Cl[C:2]1[N:3]=[C:4]([NH:13][C:14]2[CH:19]=[CH:18][C:17]([N:20]3[CH2:25][CH2:24][CH:23]([N:26]4[CH2:31][CH2:30][N:29]([CH3:32])[CH2:28][CH2:27]4)[CH2:22][CH2:21]3)=[C:16]([CH3:33])[CH:15]=2)[C:5]([C:10]([NH2:12])=[O:11])=[N:6][C:7]=1[CH2:8][CH3:9].[CH2:34]([NH2:38])[CH2:35][CH2:36][NH2:37], predict the reaction product. The product is: [NH2:37][CH2:36][CH2:35][CH2:34][NH:38][C:2]1[N:3]=[C:4]([NH:13][C:14]2[CH:19]=[CH:18][C:17]([N:20]3[CH2:21][CH2:22][CH:23]([N:26]4[CH2:27][CH2:28][N:29]([CH3:32])[CH2:30][CH2:31]4)[CH2:24][CH2:25]3)=[C:16]([CH3:33])[CH:15]=2)[C:5]([C:10]([NH2:12])=[O:11])=[N:6][C:7]=1[CH2:8][CH3:9]. (3) Given the reactants [Cl:1][C:2]1[CH:37]=[CH:36][C:5]([C:6]([N:8]2[C:16]3[C:11](=[CH:12][C:13]([O:17][CH3:18])=[CH:14][CH:15]=3)[C:10]([CH2:19][C:20]([NH:22][CH2:23][CH2:24][NH:25][C:26](=[O:34])[C:27]3[CH:32]=[CH:31][C:30]([OH:33])=[CH:29][CH:28]=3)=[O:21])=[C:9]2[CH3:35])=[O:7])=[CH:4][CH:3]=1.[S:38](Cl)([C:41]1[CH:47]=[CH:46][C:44]([CH3:45])=[CH:43][CH:42]=1)(=[O:40])=[O:39], predict the reaction product. The product is: [Cl:1][C:2]1[CH:3]=[CH:4][C:5]([C:6]([N:8]2[C:16]3[C:11](=[CH:12][C:13]([O:17][CH3:18])=[CH:14][CH:15]=3)[C:10]([CH2:19][C:20]([NH:22][CH2:23][CH2:24][NH:25][C:26]([C:27]3[CH:28]=[CH:29][C:30]([O:33][S:38]([C:41]4[CH:47]=[CH:46][C:44]([CH3:45])=[CH:43][CH:42]=4)(=[O:40])=[O:39])=[CH:31][CH:32]=3)=[O:34])=[O:21])=[C:9]2[CH3:35])=[O:7])=[CH:36][CH:37]=1. (4) Given the reactants I[C:2]1[N:3]=[C:4]2[CH2:9][N:8]([C:10]([O:12][CH2:13][C:14]3[CH:19]=[CH:18][CH:17]=[CH:16][CH:15]=3)=[O:11])[CH2:7][CH2:6][N:5]2[C:20]=1[CH3:21].C([Mg]Br)C.[C:26]([OH:29])(=[O:28])C, predict the reaction product. The product is: [CH2:13]([O:12][C:10]([N:8]1[CH2:7][CH2:6][N:5]2[C:20]([CH3:21])=[C:2]([C:26]([OH:29])=[O:28])[N:3]=[C:4]2[CH2:9]1)=[O:11])[C:14]1[CH:19]=[CH:18][CH:17]=[CH:16][CH:15]=1. (5) Given the reactants [Cl:1][C:2]1[N:7]=[CH:6][N:5]=[C:4]([NH:8][C:9](=[O:17])OC2C=CC=CC=2)[CH:3]=1.[NH2:18][C:19]1[C:20]([F:33])=[C:21]([NH:26][S:27]([CH2:30][CH2:31][CH3:32])(=[O:29])=[O:28])[CH:22]=[CH:23][C:24]=1[Cl:25], predict the reaction product. The product is: [Cl:25][C:24]1[CH:23]=[CH:22][C:21]([NH:26][S:27]([CH2:30][CH2:31][CH3:32])(=[O:28])=[O:29])=[C:20]([F:33])[C:19]=1[NH:18][C:9]([NH:8][C:4]1[CH:3]=[C:2]([Cl:1])[N:7]=[CH:6][N:5]=1)=[O:17]. (6) Given the reactants Cl[C:2]1[C:11]2=[N:12][N:13](CC3C=CC(OC)=CC=3)[CH:14]=[C:10]2[C:9]2[CH:8]=[C:7]([O:24][CH3:25])[CH:6]=[CH:5][C:4]=2[N:3]=1.[CH3:26][O:27][C:28]1[CH:29]=[C:30]([CH:32]=[C:33]([O:37][CH3:38])[C:34]=1[O:35][CH3:36])[NH2:31].Cl, predict the reaction product. The product is: [CH3:25][O:24][C:7]1[CH:6]=[CH:5][C:4]2[N:3]=[C:2]([NH:31][C:30]3[CH:32]=[C:33]([O:37][CH3:38])[C:34]([O:35][CH3:36])=[C:28]([O:27][CH3:26])[CH:29]=3)[C:11]3=[N:12][NH:13][CH:14]=[C:10]3[C:9]=2[CH:8]=1.